From a dataset of CYP1A2 inhibition data for predicting drug metabolism from PubChem BioAssay. Regression/Classification. Given a drug SMILES string, predict its absorption, distribution, metabolism, or excretion properties. Task type varies by dataset: regression for continuous measurements (e.g., permeability, clearance, half-life) or binary classification for categorical outcomes (e.g., BBB penetration, CYP inhibition). Dataset: cyp1a2_veith. (1) The molecule is Cc1ccc(C(=O)N/C(=C\c2ccc(Br)cc2)c2nc(=S)[nH][nH]2)cc1. The result is 1 (inhibitor). (2) The drug is CN(C)c1ncc2nc(-c3ccc(Cl)cc3)c(=O)n(C3CC3)c2n1. The result is 1 (inhibitor). (3) The molecule is Cn1c(=N)c(S(=O)(=O)c2ccc(F)cc2)cc2c(=O)n3ccccc3nc21. The result is 1 (inhibitor). (4) The result is 0 (non-inhibitor). The molecule is CC1=C(C(=O)OCc2ccccc2)C(c2cccnc2)c2c(n(C)c(=O)n(C)c2=O)N1. (5) The drug is C[C@H](C(=O)[O-])c1cccc(Oc2ccccc2)c1.C[C@H](C(=O)[O-])c1cccc(Oc2ccccc2)c1.O.O.[Ca+2]. The result is 0 (non-inhibitor).